Predict the reactants needed to synthesize the given product. From a dataset of Full USPTO retrosynthesis dataset with 1.9M reactions from patents (1976-2016). (1) Given the product [CH3:1][C:2]1[CH:6]=[CH:5][S:4][C:3]=1[CH2:7][NH:8][C:9]1[S:10][C:11](=[CH:20][C:22]2[N:23]=[C:24]3[C:29](=[CH:30][CH:31]=2)[N:28]=[CH:27][C:26]([C:32]#[N:33])=[CH:25]3)[C:12](=[O:14])[N:13]=1, predict the reactants needed to synthesize it. The reactants are: [CH3:1][C:2]1[CH:6]=[CH:5][S:4][C:3]=1[CH2:7][NH:8][C:9]1[S:10][CH2:11][C:12](=[O:14])[N:13]=1.C(O[Na])(C)=O.[CH:20]([C:22]1[N:23]=[C:24]2[C:29](=[CH:30][CH:31]=1)[N:28]=[CH:27][C:26]([C:32]#[N:33])=[CH:25]2)=O. (2) Given the product [CH2:1]([O:3][P:4]([O:7][CH2:8][CH2:9][C:10]1[CH:11]=[CH:12][C:13]([C:14]([OH:16])=[O:15])=[CH:21][CH:22]=1)([CH3:6])=[O:5])[CH3:2], predict the reactants needed to synthesize it. The reactants are: [CH2:1]([O:3][P:4]([O:7][CH2:8][CH2:9][C:10]1[CH:22]=[CH:21][C:13]([C:14]([O:16]C(C)(C)C)=[O:15])=[CH:12][CH:11]=1)([CH3:6])=[O:5])[CH3:2].C(O)(C(F)(F)F)=O. (3) Given the product [CH:1]1([C:4]2[CH:5]=[C:6]3[C:45]([C:46](=[O:49])[NH:47][CH3:48])=[C:44]([C:50]4[CH:55]=[CH:54][C:53]([CH3:56])=[CH:52][CH:51]=4)[O:43][C:7]3=[N:8][C:9]=2[N:10]([CH2:15][CH2:16][CH2:17][C@H:18]([CH3:42])[C:19]([O:21][CH2:22][O:23][P:24]([OH:26])([OH:34])=[O:25])=[O:20])[S:11]([CH3:14])(=[O:12])=[O:13])[CH2:2][CH2:3]1, predict the reactants needed to synthesize it. The reactants are: [CH:1]1([C:4]2[CH:5]=[C:6]3[C:45]([C:46](=[O:49])[NH:47][CH3:48])=[C:44]([C:50]4[CH:55]=[CH:54][C:53]([CH3:56])=[CH:52][CH:51]=4)[O:43][C:7]3=[N:8][C:9]=2[N:10]([CH2:15][CH2:16][CH2:17][C@H:18]([CH3:42])[C:19]([O:21][CH2:22][O:23][P:24]([O:34]CC2C=CC=CC=2)([O:26]CC2C=CC=CC=2)=[O:25])=[O:20])[S:11]([CH3:14])(=[O:13])=[O:12])[CH2:3][CH2:2]1.C([O-])(O)=O.[Na+]. (4) Given the product [Cl:8][C:9]1[CH:19]=[CH:18][C:12]([C:13]([O:15][CH2:16][CH3:17])=[O:14])=[CH:11][C:10]=1[O:20][C:21]1[CH:22]=[CH:23][N:24]=[C:25]([NH:7][C:4]2[S:5][CH:6]=[C:2]([CH3:1])[N:3]=2)[CH:26]=1, predict the reactants needed to synthesize it. The reactants are: [CH3:1][C:2]1[N:3]=[C:4]([NH2:7])[S:5][CH:6]=1.[Cl:8][C:9]1[CH:19]=[CH:18][C:12]([C:13]([O:15][CH2:16][CH3:17])=[O:14])=[CH:11][C:10]=1[O:20][C:21]1[CH:26]=[CH:25][N:24]=[C:23](Cl)[CH:22]=1.P([O-])([O-])([O-])=O.[K+].[K+].[K+]. (5) Given the product [CH3:13][O:12][C:6]1[CH:5]=[C:4]([CH:9]=[CH:8][C:7]=1[O:10][CH3:11])[CH2:3][CH2:2][S:14][CH2:15][C:16]1[CH:21]=[CH:20][C:19]([OH:22])=[C:18]([O:23][CH3:24])[CH:17]=1, predict the reactants needed to synthesize it. The reactants are: Br[CH2:2][CH2:3][C:4]1[CH:9]=[CH:8][C:7]([O:10][CH3:11])=[C:6]([O:12][CH3:13])[CH:5]=1.[SH:14][CH2:15][C:16]1[CH:21]=[CH:20][C:19]([OH:22])=[C:18]([O:23][CH3:24])[CH:17]=1. (6) Given the product [C:28]([N:31]1[CH2:36][CH2:35][N:34]([CH2:25][C:22]2[S:21][C:20]([C:17]3[NH:18][C:19]4[C:15]([CH:16]=3)=[C:14]([CH3:27])[CH:13]=[CH:12][C:11]=4[N:2]([CH2:1][CH3:37])[S:3]([C:6]3[S:7][CH:8]=[CH:9][CH:10]=3)(=[O:5])=[O:4])=[N:24][CH:23]=2)[CH2:33][CH2:32]1)(=[O:30])[CH3:29], predict the reactants needed to synthesize it. The reactants are: [CH3:1][N:2]([C:11]1[CH:12]=[CH:13][C:14]([CH3:27])=[C:15]2[C:19]=1[NH:18][C:17]([C:20]1[S:21][C:22]([CH2:25]Cl)=[CH:23][N:24]=1)=[CH:16]2)[S:3]([C:6]1[S:7][CH:8]=[CH:9][CH:10]=1)(=[O:5])=[O:4].[C:28]([N:31]1[CH2:36][CH2:35][NH:34][CH2:33][CH2:32]1)(=[O:30])[CH3:29].[C:37](=O)([O-])[O-].[K+].[K+].O. (7) The reactants are: [CH3:1][C:2]1[CH:7]=[C:6]([O:8][CH2:9][CH:10]2[CH2:14][CH2:13][O:12][CH2:11]2)[CH:5]=[C:4]([CH3:15])[C:3]=1[C:16]1[CH:24]=[CH:23][C:22]([F:25])=[C:21]2[C:17]=1[CH2:18][CH2:19][C@H:20]2[O:26][C:27]1[CH:40]=[CH:39][C:30]2[C@H:31]([CH2:34][C:35]([O:37]C)=[O:36])[CH2:32][O:33][C:29]=2[CH:28]=1. Given the product [CH3:15][C:4]1[CH:5]=[C:6]([O:8][CH2:9][CH:10]2[CH2:14][CH2:13][O:12][CH2:11]2)[CH:7]=[C:2]([CH3:1])[C:3]=1[C:16]1[CH:24]=[CH:23][C:22]([F:25])=[C:21]2[C:17]=1[CH2:18][CH2:19][C@H:20]2[O:26][C:27]1[CH:40]=[CH:39][C:30]2[C@H:31]([CH2:34][C:35]([OH:37])=[O:36])[CH2:32][O:33][C:29]=2[CH:28]=1, predict the reactants needed to synthesize it.